From a dataset of Full USPTO retrosynthesis dataset with 1.9M reactions from patents (1976-2016). Predict the reactants needed to synthesize the given product. (1) Given the product [Br:1][C:2]1[CH:11]=[CH:10][CH:9]=[C:8]2[C:3]=1[CH:4]=[CH:5][N+:6]([O-:22])=[CH:7]2, predict the reactants needed to synthesize it. The reactants are: [Br:1][C:2]1[CH:11]=[CH:10][CH:9]=[C:8]2[C:3]=1[CH:4]=[CH:5][N:6]=[CH:7]2.O.O.O.O.O.O.C(O[O-])(=O)C1C(=CC=CC=1)C([O-])=[O:22].[Mg+2]. (2) Given the product [CH3:8][O:7][C:5]1[S:6][C:2]([Sn:18]([CH2:19][CH2:20][CH2:21][CH3:22])([CH2:23][CH2:24][CH2:25][CH3:26])[CH2:14][CH2:15][CH2:16][CH3:17])=[CH:3][N:4]=1, predict the reactants needed to synthesize it. The reactants are: Br[C:2]1[S:6][C:5]([O:7][CH3:8])=[N:4][CH:3]=1.C([Li])CCC.[CH2:14]([Sn:18](Cl)([CH2:23][CH2:24][CH2:25][CH3:26])[CH2:19][CH2:20][CH2:21][CH3:22])[CH2:15][CH2:16][CH3:17].C(=O)(O)[O-].[Na+]. (3) Given the product [C:22]([C:13]1[CH:14]=[CH:15][C:16]([O:21][CH2:2][C:3]2[CH:4]=[C:5]([CH:8]=[CH:9][CH:10]=2)[CH:6]=[O:7])=[C:17]([CH2:18][CH2:19][CH3:20])[C:12]=1[OH:11])(=[O:24])[CH3:23], predict the reactants needed to synthesize it. The reactants are: Br[CH2:2][C:3]1[CH:4]=[C:5]([CH:8]=[CH:9][CH:10]=1)[CH:6]=[O:7].[OH:11][C:12]1[C:17]([CH2:18][CH2:19][CH3:20])=[C:16]([OH:21])[CH:15]=[CH:14][C:13]=1[C:22](=[O:24])[CH3:23].C(=O)([O-])[O-].[K+].[K+]. (4) Given the product [OH:16][C:15]1[C:9]2[C@:8]3([CH3:36])[C:34](=[O:35])[C:4](/[C:1](=[N:42]/[O:41][CH2:40][CH2:39][OH:38])/[CH3:2])=[C:5]([OH:37])[CH:6]=[C:7]3[O:11][C:10]=2[C:12]([C:19]([NH:21][CH2:22][C:23]2[C:32]3[C:27](=[CH:28][CH:29]=[CH:30][CH:31]=3)[CH:26]=[CH:25][C:24]=2[CH3:33])=[O:20])=[C:13]([O:17][CH3:18])[CH:14]=1, predict the reactants needed to synthesize it. The reactants are: [C:1]([C:4]1[C:34](=[O:35])[C@@:8]2([CH3:36])[C:9]3[C:15]([OH:16])=[CH:14][C:13]([O:17][CH3:18])=[C:12]([C:19]([NH:21][CH2:22][C:23]4[C:32]5[C:27](=[CH:28][CH:29]=[CH:30][CH:31]=5)[CH:26]=[CH:25][C:24]=4[CH3:33])=[O:20])[C:10]=3[O:11][C:7]2=[CH:6][C:5]=1[OH:37])(=O)[CH3:2].[OH:38][CH2:39][CH2:40][O:41][NH2:42]. (5) Given the product [CH3:11][O:10][C:8]([C:6]1[CH:5]=[C:4]([C:14]([F:17])([F:16])[F:15])[C:3]([O:18][CH3:19])=[C:2]([N:68]2[CH2:73][CH2:72][O:71][CH2:70][CH2:69]2)[CH:7]=1)([O:12][CH3:13])[CH3:9], predict the reactants needed to synthesize it. The reactants are: Br[C:2]1[CH:7]=[C:6]([C:8]([O:12][CH3:13])([O:10][CH3:11])[CH3:9])[CH:5]=[C:4]([C:14]([F:17])([F:16])[F:15])[C:3]=1[O:18][CH3:19].C(=O)([O-])[O-].[Cs+].[Cs+].CC1(C)C2C=CC=C(P(C3C=CC=CC=3)C3C=CC=CC=3)C=2OC2C1=CC=CC=2P(C1C=CC=CC=1)C1C=CC=CC=1.[NH:68]1[CH2:73][CH2:72][O:71][CH2:70][CH2:69]1.